Task: Predict which catalyst facilitates the given reaction.. Dataset: Catalyst prediction with 721,799 reactions and 888 catalyst types from USPTO (1) Reactant: [OH-].[Na+].[CH3:3][C:4]1[C:8]([CH2:9][C:10]([O:12]C)=[O:11])=[C:7]([C:14]2[CH:19]=[CH:18][CH:17]=[CH:16][CH:15]=2)[N:6]([C:20]2[CH:21]=[N:22][CH:23]=[CH:24][C:25]=2[CH3:26])[N:5]=1. Product: [CH3:3][C:4]1[C:8]([CH2:9][C:10]([OH:12])=[O:11])=[C:7]([C:14]2[CH:19]=[CH:18][CH:17]=[CH:16][CH:15]=2)[N:6]([C:20]2[CH:21]=[N:22][CH:23]=[CH:24][C:25]=2[CH3:26])[N:5]=1. The catalyst class is: 5. (2) Reactant: Br[C:2]1[CH:3]=[C:4]([CH:17]=[C:18]([Cl:20])[CH:19]=1)[O:5][C:6]1[C:7]([OH:16])=[N:8][CH:9]=[CH:10][C:11]=1[C:12]([F:15])([F:14])[F:13].[C:21]([Cu])#[N:22].CC(O)=O. Product: [Cl:20][C:18]1[CH:19]=[C:2]([CH:3]=[C:4]([O:5][C:6]2[C:7]([OH:16])=[N:8][CH:9]=[CH:10][C:11]=2[C:12]([F:15])([F:14])[F:13])[CH:17]=1)[C:21]#[N:22]. The catalyst class is: 37. (3) Reactant: [NH:1]1[C:10]2[C:5](=[CH:6][CH:7]=[CH:8][CH:9]=2)[CH2:4][CH2:3][CH2:2]1.C(N(CC)CC)C.[CH2:18]([O:25][C:26]1[C:34]([Cl:35])=[CH:33][C:29]([C:30](Cl)=[O:31])=[CH:28][C:27]=1[Cl:36])[C:19]1[CH:24]=[CH:23][CH:22]=[CH:21][CH:20]=1. Product: [CH2:18]([O:25][C:26]1[C:27]([Cl:36])=[CH:28][C:29]([C:30]([N:1]2[C:10]3[C:5](=[CH:6][CH:7]=[CH:8][CH:9]=3)[CH2:4][CH2:3][CH2:2]2)=[O:31])=[CH:33][C:34]=1[Cl:35])[C:19]1[CH:20]=[CH:21][CH:22]=[CH:23][CH:24]=1. The catalyst class is: 22. (4) Reactant: [F:1][C:2]1[CH:3]=[C:4]([S:9](Cl)(=[O:11])=[O:10])[CH:5]=[CH:6][C:7]=1[F:8].Cl.[CH3:14][NH:15][CH3:16].C(N(CC)CC)C.O. Product: [F:1][C:2]1[CH:3]=[C:4]([S:9]([N:15]([CH3:16])[CH3:14])(=[O:11])=[O:10])[CH:5]=[CH:6][C:7]=1[F:8]. The catalyst class is: 4. (5) Reactant: [C:1]1([CH:7]([C:33]2[CH:38]=[CH:37][CH:36]=[CH:35][CH:34]=2)[C:8]2[CH:9]=[CH:10][C:11](=[O:32])[N:12]([CH2:14]/[CH:15]=[CH:16]/[C:17]3[CH:25]=[CH:24][CH:23]=[C:22]4[C:18]=3[CH:19]=[CH:20][N:21]4[CH2:26][C:27]([O:29]CC)=[O:28])[CH:13]=2)[CH:6]=[CH:5][CH:4]=[CH:3][CH:2]=1.[OH-].[Na+]. Product: [C:1]1([CH:7]([C:33]2[CH:38]=[CH:37][CH:36]=[CH:35][CH:34]=2)[C:8]2[CH:9]=[CH:10][C:11](=[O:32])[N:12]([CH2:14]/[CH:15]=[CH:16]/[C:17]3[CH:25]=[CH:24][CH:23]=[C:22]4[C:18]=3[CH:19]=[CH:20][N:21]4[CH2:26][C:27]([OH:29])=[O:28])[CH:13]=2)[CH:6]=[CH:5][CH:4]=[CH:3][CH:2]=1. The catalyst class is: 5. (6) Reactant: [Cl-].[Al+3].[Cl-].[Cl-].[C:5]([N:8]1[C:17]2[C:12](=[CH:13][C:14]([Br:18])=[CH:15][CH:16]=2)[C@H:11]([NH:19]C(=O)OC(C)C)[CH2:10][C@@H:9]1[CH3:26])(=[O:7])[CH3:6].C(N(CC)CC)C.CO. Product: [NH2:19][C@H:11]1[C:12]2[C:17](=[CH:16][CH:15]=[C:14]([Br:18])[CH:13]=2)[N:8]([C:5](=[O:7])[CH3:6])[C@@H:9]([CH3:26])[CH2:10]1. The catalyst class is: 124. (7) Reactant: N[C:2]1[CH:3]=[CH:4][C:5]([O:9][CH3:10])=[C:6]([OH:8])[CH:7]=1.[CH2:11]=O.[C:13]([BH3-])#[N:14].[Na+].[H-]. Product: [CH3:11][N:14]([CH3:13])[C:2]1[CH:3]=[CH:4][C:5]([O:9][CH3:10])=[C:6]([OH:8])[CH:7]=1. The catalyst class is: 212. (8) Reactant: [Cl:1][C:2]1[CH:3]=[C:4]([C:7]([O:9][N:10]=[C:11]([CH:13]2[CH2:19][CH2:18][CH2:17][N:16]([C:20]3[CH:25]=[CH:24][C:23]([F:26])=[CH:22][CH:21]=3)[C:15](=[O:27])[CH2:14]2)[NH2:12])=O)[NH:5][CH:6]=1.CCCC[N+](CCCC)(CCCC)CCCC.[F-]. Product: [Cl:1][C:2]1[CH:3]=[C:4]([C:7]2[O:9][N:10]=[C:11]([CH:13]3[CH2:19][CH2:18][CH2:17][N:16]([C:20]4[CH:25]=[CH:24][C:23]([F:26])=[CH:22][CH:21]=4)[C:15](=[O:27])[CH2:14]3)[N:12]=2)[NH:5][CH:6]=1. The catalyst class is: 1. (9) Reactant: [N-:1]=[N+:2]=[N-:3].[Na+].[O:5](S(C(F)(F)F)(=O)=O)[S:6]([C:9]([F:12])([F:11])[F:10])(=O)=[O:7]. Product: [S:6]([N:1]=[N+:2]=[N-:3])([C:9]([F:12])([F:11])[F:10])(=[O:7])=[O:5]. The catalyst class is: 232.